Regression/Classification. Given a drug SMILES string, predict its toxicity properties. Task type varies by dataset: regression for continuous values (e.g., LD50, hERG inhibition percentage) or binary classification for toxic/non-toxic outcomes (e.g., AMES mutagenicity, cardiotoxicity, hepatotoxicity). Dataset: herg_karim. From a dataset of hERG potassium channel inhibition data for cardiac toxicity prediction from Karim et al.. (1) The drug is C[C@@H](O)C(=O)c1ccc(-c2ccc3c(c2)OC[C@@H]2[C@H](CO)OC(=O)N32)cn1. The result is 0 (non-blocker). (2) The drug is CC(=O)NCCc1ccccc1-c1ccc([C@@H](CN)Cc2ccc(OCCOc3c(Cl)cc(C)cc3Cl)cc2)c(C)c1. The result is 1 (blocker). (3) The drug is CC(C)(C)OC[C@@H]1C(=O)NCCN1C(=O)C[C@H](N)Cc1cc(F)c(F)cc1F. The result is 0 (non-blocker). (4) The molecule is CS(=O)(=O)Nc1ccc(OC[C@@H](O)CN(CCc2ccc(Cl)c(Cl)c2)Cc2cccc(O)c2)cc1. The result is 1 (blocker). (5) The molecule is NC1CCCN(c2c(/C=C3\SC(=O)NC3=O)cccc2-c2ccccc2)C1. The result is 0 (non-blocker). (6) The molecule is Cc1oc(-c2ccccc2)nc1C(=O)N1CCC(Oc2ccc(CN3CCCC3)cc2)CC1. The result is 1 (blocker). (7) The molecule is O=C(C=Cc1ccc2c(c1)CN(S(=O)(=O)Cc1ccccc1)C2)NO. The result is 0 (non-blocker). (8) The result is 1 (blocker). The drug is CC1(C)C[C@H](NC(=O)c2ccc3cn[nH]c3c2)c2cc(-c3ccc(Cl)cc3)c(-c3ccc(Cl)cc3Cl)nc2O1.